From a dataset of Full USPTO retrosynthesis dataset with 1.9M reactions from patents (1976-2016). Predict the reactants needed to synthesize the given product. (1) Given the product [C:21]([O:25][C:26]([N:28]1[CH2:33][CH2:32][N:31]([C:2]2[N:10]([C:11]3[CH:16]=[CH:15][CH:14]=[CH:13][C:12]=3[Cl:17])[C:9]3[C:8](=[O:18])[NH:7][C:6](=[O:19])[N:5]([CH3:20])[C:4]=3[N:3]=2)[CH2:30][CH2:29]1)=[O:27])([CH3:24])([CH3:22])[CH3:23], predict the reactants needed to synthesize it. The reactants are: Cl[C:2]1[N:10]([C:11]2[CH:16]=[CH:15][CH:14]=[CH:13][C:12]=2[Cl:17])[C:9]2[C:8](=[O:18])[NH:7][C:6](=[O:19])[N:5]([CH3:20])[C:4]=2[N:3]=1.[C:21]([O:25][C:26]([N:28]1[CH2:33][CH2:32][NH:31][CH2:30][CH2:29]1)=[O:27])([CH3:24])([CH3:23])[CH3:22]. (2) Given the product [Cl:65][C:63]1[CH:64]=[C:59]([O:58][CH:55]2[CH2:54][CH2:53][N:52]([C:50](=[O:51])[CH2:49][NH:48][C:23]([C:21]3[N:20]=[N:19][N:18]([C:13]4[CH:14]=[C:15]([F:17])[CH:16]=[C:11]([F:10])[CH:12]=4)[CH:22]=3)=[O:25])[CH2:57][CH2:56]2)[CH:60]=[N:61][CH:62]=1, predict the reactants needed to synthesize it. The reactants are: CCN(C(C)C)C(C)C.[F:10][C:11]1[CH:12]=[C:13]([N:18]2[CH:22]=[C:21]([C:23]([OH:25])=O)[N:20]=[N:19]2)[CH:14]=[C:15]([F:17])[CH:16]=1.C1C=CC2N(O)N=NC=2C=1.CCN=C=NCCCN(C)C.Cl.[NH2:48][CH2:49][C:50]([N:52]1[CH2:57][CH2:56][CH:55]([O:58][C:59]2[CH:60]=[N:61][CH:62]=[C:63]([Cl:65])[CH:64]=2)[CH2:54][CH2:53]1)=[O:51]. (3) Given the product [CH2:18]([CH:13]([CH2:14][CH2:15][CH2:16][CH3:17])[CH2:12][N:11]([CH2:1][CH:3]1[CH2:4][O:5]1)[CH2:10][CH:9]([CH2:7][CH3:8])[CH2:20][CH2:21][CH2:22][CH3:23])[CH3:19], predict the reactants needed to synthesize it. The reactants are: [CH2:1]([CH:3]1[O:5][CH2:4]1)Cl.O.[CH2:7]([CH:9]([CH2:20][CH2:21][CH2:22][CH3:23])[CH2:10][NH:11][CH2:12][CH:13]([CH2:18][CH3:19])[CH2:14][CH2:15][CH2:16][CH3:17])[CH3:8]. (4) Given the product [CH3:1][CH:2]1[CH2:6][CH2:5][CH2:4][N:3]1[CH2:7][CH2:8][O:9][C:10]1[CH:15]=[CH:14][C:13]([C:16]2[O:17][CH:18]=[C:19]([CH2:21][C:22]([N:25]3[CH2:30][CH2:29][CH2:28][CH2:27][CH2:26]3)=[O:24])[N:20]=2)=[CH:12][CH:11]=1, predict the reactants needed to synthesize it. The reactants are: [CH3:1][CH:2]1[CH2:6][CH2:5][CH2:4][N:3]1[CH2:7][CH2:8][O:9][C:10]1[CH:15]=[CH:14][C:13]([C:16]2[O:17][CH:18]=[C:19]([CH2:21][C:22]([OH:24])=O)[N:20]=2)=[CH:12][CH:11]=1.[NH:25]1[CH2:30][CH2:29][CH2:28][CH2:27][CH2:26]1.C(N(CC)CC)C.Cl.CN(C)CCCN=C=NCC.ON1C2C=CC=CC=2N=N1.